Predict the product of the given reaction. From a dataset of Forward reaction prediction with 1.9M reactions from USPTO patents (1976-2016). (1) Given the reactants C[O:2][C:3](=[O:30])[C:4]1[CH:9]=[CH:8][C:7]([CH:10]=[CH:11][CH:12]([C:18]2[CH:27]=[C:26]3[C:21]([C:22]([CH3:29])([CH3:28])[CH2:23][CH2:24][O:25]3)=[CH:20][CH:19]=2)[CH2:13][CH2:14][CH2:15][CH2:16][CH3:17])=[CH:6][CH:5]=1.O.[OH-].[Li+], predict the reaction product. The product is: [CH3:28][C:22]1([CH3:29])[C:21]2[C:26](=[CH:27][C:18]([CH:12]([CH2:13][CH2:14][CH2:15][CH2:16][CH3:17])[CH:11]=[CH:10][C:7]3[CH:6]=[CH:5][C:4]([C:3]([OH:30])=[O:2])=[CH:9][CH:8]=3)=[CH:19][CH:20]=2)[O:25][CH2:24][CH2:23]1. (2) Given the reactants Br[C:2]1[S:3][C:4]([C:7]([O:9][CH3:10])=[O:8])=[CH:5][CH:6]=1.[C:11]1(B(O)O)[CH:16]=[CH:15][CH:14]=[CH:13][CH:12]=1.C(=O)([O-])[O-].[Na+].[Na+], predict the reaction product. The product is: [CH3:10][O:9][C:7]([C:4]1[S:3][C:2]([C:11]2[CH:16]=[CH:15][CH:14]=[CH:13][CH:12]=2)=[CH:6][CH:5]=1)=[O:8].